This data is from Reaction yield outcomes from USPTO patents with 853,638 reactions. The task is: Predict the reaction yield, written as a fraction of the theoretical maximum amount of product (1.0 means a 100% yield; for example, 0.34 means a 34% yield). (1) The product is [CH3:1][O:2][C:3]([C:5]1[N:6]=[C:7]2[C:12]([NH:13][C:14](=[O:16])[CH3:15])=[CH:11][C:10]([C:22]3[CH:23]=[CH:24][O:20][CH:21]=3)=[CH:9][N:8]2[C:18]=1[Cl:19])=[O:4]. No catalyst specified. The reactants are [CH3:1][O:2][C:3]([C:5]1[N:6]=[C:7]2[C:12]([NH:13][C:14](=[O:16])[CH3:15])=[CH:11][C:10](Br)=[CH:9][N:8]2[C:18]=1[Cl:19])=[O:4].[O:20]1[CH:24]=[CH:23][C:22](B(O)O)=[CH:21]1. The yield is 0.640. (2) The reactants are [CH3:1][O:2][C:3]1[CH:4]=[C:5]([CH2:11][C:12]([O:14]C)=O)[CH:6]=[CH:7][C:8]=1[O:9][CH3:10].[C:16](OC(=O)CC)(=O)[CH2:17][CH3:18].[NH4+:25].[OH-]. The catalyst is CCOCC.O. The product is [CH2:17]([C:16]1[C:6]2[C:5](=[CH:4][C:3]([O:2][CH3:1])=[C:8]([O:9][CH3:10])[CH:7]=2)[CH:11]=[C:12]([OH:14])[N:25]=1)[CH3:18]. The yield is 0.480. (3) The reactants are C[Si]([C:5]#[C:6][C:7]1[C:8]([NH2:13])=[N:9][CH:10]=[CH:11][CH:12]=1)(C)C.[F-].C([N+](CCCC)(CCCC)CCCC)CCC.O. The catalyst is O1CCCC1. The product is [C:6]([C:7]1[C:8]([NH2:13])=[N:9][CH:10]=[CH:11][CH:12]=1)#[CH:5]. The yield is 0.937.